Dataset: Full USPTO retrosynthesis dataset with 1.9M reactions from patents (1976-2016). Task: Predict the reactants needed to synthesize the given product. (1) Given the product [Br:18][C:19]1[C:23]2=[N:24][CH:25]=[CH:26][CH:27]=[C:22]2[N:21]([CH2:6][C:7]2[C:12]([C:13]([F:16])([F:15])[F:14])=[CH:11][CH:10]=[CH:9][C:8]=2[Cl:17])[CH:20]=1, predict the reactants needed to synthesize it. The reactants are: CS(O[CH2:6][C:7]1[C:12]([C:13]([F:16])([F:15])[F:14])=[CH:11][CH:10]=[CH:9][C:8]=1[Cl:17])(=O)=O.[Br:18][C:19]1[C:23]2=[N:24][CH:25]=[CH:26][CH:27]=[C:22]2[NH:21][CH:20]=1.CC([O-])(C)C.[K+]. (2) Given the product [CH3:36][O:35][C:31](=[O:34])[CH2:32][C:21]([CH2:24][C:25]1[CH:30]=[CH:29][CH:28]=[CH:27][CH:26]=1)([C:22]#[N:23])[C:17]1[CH:18]=[CH:19][CH:20]=[C:15]([O:14][CH3:13])[CH:16]=1, predict the reactants needed to synthesize it. The reactants are: [OH-].C([N+](C)(C)C)C1C=CC=CC=1.[CH3:13][O:14][C:15]1[CH:16]=[C:17]([CH:21]([CH2:24][C:25]2[CH:30]=[CH:29][CH:28]=[CH:27][CH:26]=2)[C:22]#[N:23])[CH:18]=[CH:19][CH:20]=1.[C:31]([O:35][CH2:36]C)(=[O:34])[CH:32]=C.